Dataset: Full USPTO retrosynthesis dataset with 1.9M reactions from patents (1976-2016). Task: Predict the reactants needed to synthesize the given product. (1) Given the product [CH2:1]([N:3]1[C:8]([CH3:10])([CH3:9])[C:7]([CH3:12])([CH3:11])[O:6][C:5](=[O:13])[CH:4]1[CH2:25][C:26]([O:28][C:29]([CH3:32])([CH3:31])[CH3:30])=[O:27])[CH3:2], predict the reactants needed to synthesize it. The reactants are: [CH2:1]([N:3]1[C:8]([CH3:10])([CH3:9])[C:7]([CH3:12])([CH3:11])[O:6][C:5](=[O:13])[CH2:4]1)[CH3:2].C[Si]([N-][Si](C)(C)C)(C)C.[Li+].Br[CH2:25][C:26]([O:28][C:29]([CH3:32])([CH3:31])[CH3:30])=[O:27]. (2) Given the product [C:16]([C:13]1[CH:14]=[CH:15][C:10]2[N:9]=[C:8]([CH3:21])[N:7]([CH2:6][C:5]3[CH:22]=[CH:23][CH:24]=[CH:25][C:4]=3[Cl:3])[C:11]=2[CH:12]=1)([OH:18])=[O:17], predict the reactants needed to synthesize it. The reactants are: [OH-].[Na+].[Cl:3][C:4]1[CH:25]=[CH:24][CH:23]=[CH:22][C:5]=1[CH2:6][N:7]1[C:11]2[CH:12]=[C:13]([C:16]([O:18]CC)=[O:17])[CH:14]=[CH:15][C:10]=2[N:9]=[C:8]1[CH3:21].Cl. (3) Given the product [CH2:1]([N:3]([CH2:20][CH3:21])[CH2:4][CH2:5][NH:6][C:37]([C:35]1[C:34]2[C:25](=[CH:26][C:27]3[C:32]([N:33]=2)=[CH:31][CH:30]=[CH:29][CH:28]=3)[CH:24]=[C:23]([I:22])[CH:36]=1)=[O:39])[CH3:2], predict the reactants needed to synthesize it. The reactants are: [CH2:1]([N:3]([CH2:20][CH3:21])[CH2:4][CH2:5][NH:6]C(C1C=CC2C(=CC=C(I)C=2)C=1)=O)[CH3:2].[I:22][C:23]1[CH:36]=[C:35]([C:37]([O:39]C)=O)[C:34]2[C:25](=[CH:26][C:27]3[C:32]([N:33]=2)=[CH:31][CH:30]=[CH:29][CH:28]=3)[CH:24]=1.[K+].[Br-].IC1C=C2C(=CC=1)NC(C(OCC)=O)=C2.Cl.C(N(CC)CCNC(C1SC2C=CC=C(I)C=2C=1)=O)C. (4) Given the product [CH3:17][C:18]1[N:28]=[C:21]2[C:22](/[CH:26]=[CH:11]/[C:12]([O:14][CH2:15][CH3:16])=[O:13])=[CH:23][CH:24]=[CH:25][N:20]2[N:19]=1, predict the reactants needed to synthesize it. The reactants are: [H-].[Na+].C(OP([CH2:11][C:12]([O:14][CH2:15][CH3:16])=[O:13])(OCC)=O)C.[CH3:17][C:18]1[N:28]=[C:21]2[C:22]([CH:26]=O)=[CH:23][CH:24]=[CH:25][N:20]2[N:19]=1.O. (5) Given the product [CH2:1]([N:8]1[CH2:14][CH:13]2[N:15]([CH2:18][CH:17]([OH:16])[CH2:19][O:20][C:21]3[CH:28]=[CH:27][C:24]([C:25]#[N:26])=[CH:23][CH:22]=3)[CH:10]([CH2:11][CH2:12]2)[CH2:9]1)[C:2]1[CH:3]=[CH:4][CH:5]=[CH:6][CH:7]=1, predict the reactants needed to synthesize it. The reactants are: [CH2:1]([N:8]1[CH2:14][CH:13]2[NH:15][CH:10]([CH2:11][CH2:12]2)[CH2:9]1)[C:2]1[CH:7]=[CH:6][CH:5]=[CH:4][CH:3]=1.[O:16]1[CH2:18][CH:17]1[CH2:19][O:20][C:21]1[CH:28]=[CH:27][C:24]([C:25]#[N:26])=[CH:23][CH:22]=1.C(Cl)Cl. (6) Given the product [CH3:20][O:1][CH:2]([C:4]1[C:9]2[C:10]([CH3:18])=[C:11]([C:13]([O:15][CH2:16][CH3:17])=[O:14])[O:12][C:8]=2[CH:7]=[CH:6][CH:5]=1)[CH3:3], predict the reactants needed to synthesize it. The reactants are: [OH:1][CH:2]([C:4]1[C:9]2[C:10]([CH3:18])=[C:11]([C:13]([O:15][CH2:16][CH3:17])=[O:14])[O:12][C:8]=2[CH:7]=[CH:6][CH:5]=1)[CH3:3].I[CH3:20]. (7) Given the product [Cl:2][C:3]1[CH:33]=[CH:32][C:6]2[CH:7]=[C:8]([S:11]([N:14]3[CH2:19][CH2:18][N:17]([CH2:20][C:21]4([C:27]([O:29][CH3:30])=[O:28])[CH2:26][CH2:25][N:24]([C:40]5[CH:39]=[CH:38][N:37]=[CH:36][CH:41]=5)[CH2:23][CH2:22]4)[C:16](=[O:31])[CH2:15]3)(=[O:13])=[O:12])[CH2:9][O:10][C:5]=2[CH:4]=1, predict the reactants needed to synthesize it. The reactants are: Cl.[Cl:2][C:3]1[CH:33]=[CH:32][C:6]2[CH:7]=[C:8]([S:11]([N:14]3[CH2:19][CH2:18][N:17]([CH2:20][C:21]4([C:27]([O:29][CH3:30])=[O:28])[CH2:26][CH2:25][NH:24][CH2:23][CH2:22]4)[C:16](=[O:31])[CH2:15]3)(=[O:13])=[O:12])[CH2:9][O:10][C:5]=2[CH:4]=1.Cl.Cl[C:36]1[CH:41]=[CH:40][CH:39]=[CH:38][N:37]=1.C(N(CC)CC)C. (8) Given the product [Si:1]([O:8][CH:9]1[CH2:12][NH:11][CH2:10]1)([C:4]([CH3:7])([CH3:6])[CH3:5])([CH3:3])[CH3:2], predict the reactants needed to synthesize it. The reactants are: [Si:1]([O:8][CH:9]1[CH2:12][N:11](C(OC(C)(C)C)=O)[CH2:10]1)([C:4]([CH3:7])([CH3:6])[CH3:5])([CH3:3])[CH3:2].C(O)(C(F)(F)F)=O.